This data is from Catalyst prediction with 721,799 reactions and 888 catalyst types from USPTO. The task is: Predict which catalyst facilitates the given reaction. (1) Reactant: ClN1C(=O)CCC1=O.[CH2:9]([S:11][CH2:12][CH3:13])[CH3:10].[CH2:14]([C@H:21]([NH:46][C:47](=[O:59])[C@@H:48]([N:52]1[CH2:57][CH2:56][CH2:55][NH:54][C:53]1=[O:58])[CH:49]([CH3:51])[CH3:50])[CH2:22][C@H:23]([OH:45])[C@@H:24]([NH:32][C:33](=[O:44])[CH2:34][O:35][C:36]1[C:41]([CH3:42])=[CH:40][CH:39]=[CH:38][C:37]=1[CH3:43])[CH2:25][C:26]1[CH:31]=[CH:30][CH:29]=[CH:28][CH:27]=1)[C:15]1[CH:20]=[CH:19][CH:18]=[CH:17][CH:16]=1.C(N(CC)CC)C. Product: [CH2:14]([C@H:21]([NH:46][C:47](=[O:59])[C@@H:48]([N:52]1[CH2:57][CH2:56][CH2:55][NH:54][C:53]1=[O:58])[CH:49]([CH3:51])[CH3:50])[CH2:22][C@H:23]([O:45][CH:9]([S:11][CH2:12][CH3:13])[CH3:10])[C@@H:24]([NH:32][C:33](=[O:44])[CH2:34][O:35][C:36]1[C:37]([CH3:43])=[CH:38][CH:39]=[CH:40][C:41]=1[CH3:42])[CH2:25][C:26]1[CH:27]=[CH:28][CH:29]=[CH:30][CH:31]=1)[C:15]1[CH:20]=[CH:19][CH:18]=[CH:17][CH:16]=1. The catalyst class is: 7. (2) Reactant: OC(C(F)(F)F)=O.[NH2:8][C@@H:9]([CH2:13][O:14][C:15]1[CH:16]=[C:17]([CH3:21])[CH:18]=[CH:19][CH:20]=1)[C:10]([OH:12])=[O:11].O1CCOCC1.C([O-])([O-])=O.[K+].[K+].[C:34](Cl)(=[O:50])[O:35][CH2:36][CH:37]1[C:49]2[CH:48]=[CH:47][CH:46]=[CH:45][C:44]=2[C:43]2[C:38]1=[CH:39][CH:40]=[CH:41][CH:42]=2. Product: [CH:48]1[C:49]2[CH:37]([CH2:36][O:35][C:34]([NH:8][C@@H:9]([CH2:13][O:14][C:15]3[CH:16]=[C:17]([CH3:21])[CH:18]=[CH:19][CH:20]=3)[C:10]([OH:12])=[O:11])=[O:50])[C:38]3[C:43](=[CH:42][CH:41]=[CH:40][CH:39]=3)[C:44]=2[CH:45]=[CH:46][CH:47]=1. The catalyst class is: 6.